Dataset: Full USPTO retrosynthesis dataset with 1.9M reactions from patents (1976-2016). Task: Predict the reactants needed to synthesize the given product. (1) Given the product [C:52]([C:50]1[O:49][N:48]=[C:47]([NH:46][C:44]([NH:43][C:39]2[CH:40]=[CH:41][CH:42]=[C:37]([C:36]#[C:35][C:32]3[CH:31]=[N:30][C:29]([NH:28][CH2:27][CH2:26][NH:25][C:57](=[O:58])[CH2:56][OH:59])=[N:34][CH:33]=3)[CH:38]=2)=[O:45])[CH:51]=1)([CH3:55])([CH3:54])[CH3:53], predict the reactants needed to synthesize it. The reactants are: CN(C(ON1N=NC2C=CC=NC1=2)=[N+](C)C)C.F[P-](F)(F)(F)(F)F.[NH2:25][CH2:26][CH2:27][NH:28][C:29]1[N:34]=[CH:33][C:32]([C:35]#[C:36][C:37]2[CH:38]=[C:39]([NH:43][C:44]([NH:46][C:47]3[CH:51]=[C:50]([C:52]([CH3:55])([CH3:54])[CH3:53])[O:49][N:48]=3)=[O:45])[CH:40]=[CH:41][CH:42]=2)=[CH:31][N:30]=1.[C:56](O)(=[O:59])[CH2:57][OH:58].CCN(C(C)C)C(C)C. (2) Given the product [Br:1][C:2]1[CH:11]=[C:10]([O:12][C@@H:18]([C@H:20]2[CH2:21][N:22]([C@@H:26]([C:28]3[CH:29]=[CH:30][CH:31]=[CH:32][CH:33]=3)[CH3:27])[C:23](=[O:25])[CH2:24]2)[CH3:19])[C:5]2[N:6]([CH3:9])[C:7]([CH3:34])=[N:8][C:4]=2[CH:3]=1, predict the reactants needed to synthesize it. The reactants are: [Br:1][C:2]1[CH:11]=[C:10]([OH:12])[C:5]2[N:6]([CH3:9])[CH:7]=[N:8][C:4]=2[CH:3]=1.CS(O[C@H:18]([C@@H:20]1[CH2:24][C:23](=[O:25])[N:22]([C@@H:26]([C:28]2[CH:33]=[CH:32][CH:31]=[CH:30][CH:29]=2)[CH3:27])[CH2:21]1)[CH3:19])(=O)=O.[C:34]([O-])([O-])=O.[Cs+].[Cs+]. (3) Given the product [CH2:1]([N:8]1[CH2:16][C:15]2[C:10](=[CH:11][CH:12]=[C:13]([C:17]3[CH:18]([CH3:22])[O:19][CH2:20][CH:21]=3)[CH:14]=2)[CH2:9]1)[C:2]1[CH:3]=[CH:4][CH:5]=[CH:6][CH:7]=1, predict the reactants needed to synthesize it. The reactants are: [CH2:1]([N:8]1[CH2:16][C:15]2[C:10](=[CH:11][CH:12]=[C:13]([C:17]3(O)[CH2:21][CH2:20][O:19][CH:18]3[CH3:22])[CH:14]=2)[CH2:9]1)[C:2]1[CH:7]=[CH:6][CH:5]=[CH:4][CH:3]=1.C(N(CC)CC)C.CS(Cl)(=O)=O.C1CCN2C(=NCCC2)CC1. (4) Given the product [Cl:4][CH:14]([C:15]1[CH:16]=[CH:17][CH:18]=[CH:19][CH:20]=1)[C:13]([C:10]1[CH:9]=[CH:8][C:7]([F:6])=[CH:12][CH:11]=1)=[O:21], predict the reactants needed to synthesize it. The reactants are: S(Cl)([Cl:4])(=O)=O.[F:6][C:7]1[CH:12]=[CH:11][C:10]([C:13](=[O:21])[CH2:14][C:15]2[CH:20]=[CH:19][CH:18]=[CH:17][CH:16]=2)=[CH:9][CH:8]=1. (5) Given the product [F:1][C:2]1[CH:11]=[C:10]([F:12])[CH:9]=[C:8]2[C:3]=1[C:4]([NH:20][C:21]1[CH:22]=[C:23]([N:28]3[CH2:33][CH2:32][O:31][CH2:30][CH2:29]3)[N:24]=[CH:25][C:26]=1[C:41]1[CH:40]=[N:39][C:38]([NH:37][C:34](=[O:36])[CH3:35])=[CH:43][CH:42]=1)=[C:5]([CH3:19])[C:6]([C:13]1[CH:18]=[CH:17][CH:16]=[CH:15][N:14]=1)=[N:7]2, predict the reactants needed to synthesize it. The reactants are: [F:1][C:2]1[CH:11]=[C:10]([F:12])[CH:9]=[C:8]2[C:3]=1[C:4]([NH:20][C:21]1[C:26](I)=[CH:25][N:24]=[C:23]([N:28]3[CH2:33][CH2:32][O:31][CH2:30][CH2:29]3)[CH:22]=1)=[C:5]([CH3:19])[C:6]([C:13]1[CH:18]=[CH:17][CH:16]=[CH:15][N:14]=1)=[N:7]2.[C:34]([NH:37][C:38]1[CH:43]=[CH:42][C:41](B2OC(C)(C)C(C)(C)O2)=[CH:40][N:39]=1)(=[O:36])[CH3:35].C1(P(C2CCCCC2)C2CCCCC2)CCCCC1.[O-]P([O-])([O-])=O.[K+].[K+].[K+]. (6) Given the product [C:13]([O:12][C:10](=[O:11])[CH2:9][O:8][C:7]1[CH:6]=[CH:5][C:4]([S:27]([CH2:26][CH2:25][C:24]([O:23][CH3:22])=[O:30])(=[O:29])=[O:28])=[N:3][C:2]=1[Cl:1])([CH3:14])([CH3:15])[CH3:16], predict the reactants needed to synthesize it. The reactants are: [Cl:1][C:2]1[C:7]([O:8][CH2:9][C:10]([O:12][C:13]([CH3:16])([CH3:15])[CH3:14])=[O:11])=[CH:6][CH:5]=[C:4](NS(C)(=O)=O)[N:3]=1.[CH3:22][O:23][C:24](=[O:30])[CH2:25][CH2:26][S:27]([O-:29])=[O:28].[Na+]. (7) Given the product [Br:7][C:5]1[N:6]=[C:2]([C:23]([O:22][CH2:20][CH3:21])=[O:24])[S:3][C:4]=1[CH2:8][CH:9]1[CH2:14][CH2:13][CH2:12][CH2:11][CH2:10]1, predict the reactants needed to synthesize it. The reactants are: Br[C:2]1[S:3][C:4]([CH2:8][CH:9]2[CH2:14][CH2:13][CH2:12][CH2:11][CH2:10]2)=[C:5]([Br:7])[N:6]=1.[Li]CCCC.[CH2:20]([O:22][C:23](Cl)=[O:24])[CH3:21]. (8) Given the product [CH2:26]([O:33][C:34]1[CH:39]=[CH:38][C:37]([N:40]2[CH2:45][CH2:44][N:43]([CH2:23][CH2:24][CH2:25][CH:20]3[CH2:19][CH2:18][CH2:22][CH2:21]3)[CH2:42][CH2:41]2)=[CH:36][C:35]=1[F:46])[C:27]1[CH:28]=[CH:29][CH:30]=[CH:31][CH:32]=1, predict the reactants needed to synthesize it. The reactants are: Cl.Cl.COC1C=CC(N2CCNCC2)=CC=1.Br[CH2:18][CH2:19][C:20]1[CH:25]=[CH:24][CH:23]=[CH:22][CH:21]=1.[CH2:26]([O:33][C:34]1[CH:39]=[CH:38][C:37]([N:40]2[CH2:45][CH2:44][NH:43][CH2:42][CH2:41]2)=[CH:36][C:35]=1[F:46])[C:27]1[CH:32]=[CH:31][CH:30]=[CH:29][CH:28]=1.CS(OCCCC1CCCC1)(=O)=O. (9) Given the product [CH2:3]([N:10]1[C:11](=[O:14])[CH2:12][N:20]2[N:19]=[CH:18][CH:17]=[C:16]2[CH2:15]1)[C:4]1[CH:9]=[CH:8][CH:7]=[CH:6][CH:5]=1, predict the reactants needed to synthesize it. The reactants are: [H-].[Na+].[CH2:3]([N:10]([CH2:15][C:16]1[NH:20][N:19]=[CH:18][CH:17]=1)[C:11](=[O:14])[CH2:12]Cl)[C:4]1[CH:9]=[CH:8][CH:7]=[CH:6][CH:5]=1.[NH4+].[Cl-].